This data is from Forward reaction prediction with 1.9M reactions from USPTO patents (1976-2016). The task is: Predict the product of the given reaction. (1) Given the reactants [CH3:1][C:2]1[CH:6]=[CH:5][S:4][CH:3]=1.[Li]CCCC.C1C[O:15][CH2:14]C1, predict the reaction product. The product is: [CH3:1][C:2]1[CH:6]=[C:5]([CH:14]=[O:15])[S:4][CH:3]=1.[CH3:1][C:2]1[CH:6]=[CH:5][S:4][C:3]=1[CH:14]=[O:15]. (2) Given the reactants [NH2:1][C:2]1[C:3]([CH3:13])=[C:4]([CH:9]=[C:10]([Br:12])[CH:11]=1)[C:5]([O:7][CH3:8])=[O:6].[C:14]([OH:17])(=O)[CH3:15].C(O[BH-](O[C:28](=O)[CH3:29])OC(=O)C)(=O)C.[Na+].[C:32](=O)(O)[O-].[Na+], predict the reaction product. The product is: [Br:12][C:10]1[CH:11]=[C:2]([NH:1][CH:32]2[CH2:15][CH2:14][O:17][CH2:29][CH2:28]2)[C:3]([CH3:13])=[C:4]([CH:9]=1)[C:5]([O:7][CH3:8])=[O:6]. (3) The product is: [Cl:1][C:2]1[CH:7]=[C:6]([OH:8])[CH:5]=[CH:4][C:3]=1[C:10]1[C:15]([CH3:16])=[N:14][CH:13]=[N:12][C:11]=1[CH3:17]. Given the reactants [Cl:1][C:2]1[CH:7]=[C:6]([O:8]C)[CH:5]=[CH:4][C:3]=1[C:10]1[C:11]([CH3:17])=[N:12][CH:13]=[N:14][C:15]=1[CH3:16].O1C2C=CN=C(OC3C=CC(C4C(O)=NC=NC=4C)=C(C)C=3)C=2C=C1, predict the reaction product. (4) Given the reactants Br[C:2]1[CH:3]=[C:4]([C:8]2[C:16]3[C:11](=[N:12][C:13]([NH:17][CH2:18][CH2:19][N:20]4[CH2:25][CH2:24][O:23][CH2:22][CH2:21]4)=[N:14][CH:15]=3)[N:10]([CH2:26][O:27][CH2:28][CH2:29][Si:30]([CH3:33])([CH3:32])[CH3:31])[N:9]=2)[CH:5]=[CH:6][CH:7]=1.[C:34]([O:38][C:39](=[O:51])[NH:40][CH2:41][CH2:42][CH:43]([NH2:50])[C:44]1[CH:49]=[CH:48][CH:47]=[CH:46][CH:45]=1)([CH3:37])([CH3:36])[CH3:35].CN(C1C(C2C(P(C3CCCCC3)C3CCCCC3)=CC=CC=2)=CC=CC=1)C.C([O-])([O-])=O.[K+].[K+], predict the reaction product. The product is: [C:34]([O:38][C:39](=[O:51])[NH:40][CH2:41][CH2:42][CH:43]([NH:50][C:2]1[CH:7]=[CH:6][CH:5]=[C:4]([C:8]2[C:16]3[C:11](=[N:12][C:13]([NH:17][CH2:18][CH2:19][N:20]4[CH2:25][CH2:24][O:23][CH2:22][CH2:21]4)=[N:14][CH:15]=3)[N:10]([CH2:26][O:27][CH2:28][CH2:29][Si:30]([CH3:33])([CH3:32])[CH3:31])[N:9]=2)[CH:3]=1)[C:44]1[CH:49]=[CH:48][CH:47]=[CH:46][CH:45]=1)([CH3:37])([CH3:35])[CH3:36]. (5) Given the reactants [Cl-].O[NH3+:3].[C:4](=[O:7])([O-])[OH:5].[Na+].CS(C)=O.[O:13]1[C:17]2([CH2:22][CH2:21][CH:20]([N:23]3[C:28](=[O:29])[C:27]([CH2:30][C:31]4[CH:36]=[CH:35][C:34]([C:37]5[C:38]([C:43]#[N:44])=[CH:39][CH:40]=[CH:41][CH:42]=5)=[CH:33][CH:32]=4)=[C:26]([CH2:45][CH2:46][CH3:47])[N:25]4[N:48]=[C:49]([C:51]([F:54])([F:53])[F:52])[N:50]=[C:24]34)[CH2:19][CH2:18]2)[O:16][CH2:15][CH2:14]1, predict the reaction product. The product is: [O:13]1[C:17]2([CH2:18][CH2:19][CH:20]([N:23]3[C:28](=[O:29])[C:27]([CH2:30][C:31]4[CH:32]=[CH:33][C:34]([C:37]5[CH:42]=[CH:41][CH:40]=[CH:39][C:38]=5[C:43]5[NH:3][C:4](=[O:7])[O:5][N:44]=5)=[CH:35][CH:36]=4)=[C:26]([CH2:45][CH2:46][CH3:47])[N:25]4[N:48]=[C:49]([C:51]([F:54])([F:53])[F:52])[N:50]=[C:24]34)[CH2:21][CH2:22]2)[O:16][CH2:15][CH2:14]1. (6) Given the reactants F[C:2]1[CH:7]=[C:6]([F:8])[CH:5]=[CH:4][C:3]=1[C:9]1[N:14]=[CH:13][N:12]=[C:11]([NH:15][C:16]2[CH:21]=[CH:20][CH:19]=[C:18]([CH2:22][S:23]([CH3:26])(=[O:25])=[O:24])[CH:17]=2)[N:10]=1.[CH3:27][C:28]1([CH2:31][OH:32])[CH2:30][CH2:29]1, predict the reaction product. The product is: [F:8][C:6]1[CH:5]=[CH:4][C:3]([C:9]2[N:14]=[CH:13][N:12]=[C:11]([NH:15][C:16]3[CH:21]=[CH:20][CH:19]=[C:18]([CH2:22][S:23]([CH3:26])(=[O:25])=[O:24])[CH:17]=3)[N:10]=2)=[C:2]([O:32][CH2:31][C:28]2([CH3:27])[CH2:30][CH2:29]2)[CH:7]=1. (7) Given the reactants [CH3:1][O:2][C:3](=[O:19])[C:4]1[CH:9]=[C:8]([C:10]2[C:15]([O:16][CH3:17])=[CH:14][CH:13]=[CH:12][N:11]=2)[CH:7]=[C:6]([NH2:18])[CH:5]=1.[N-:20]=[N+:21]=[N-:22].[Na+].[CH3:24]C(O)=O, predict the reaction product. The product is: [CH3:1][O:2][C:3](=[O:19])[C:4]1[CH:5]=[C:6]([N:18]2[CH:24]=[N:22][N:21]=[N:20]2)[CH:7]=[C:8]([C:10]2[C:15]([O:16][CH3:17])=[CH:14][CH:13]=[CH:12][N:11]=2)[CH:9]=1. (8) The product is: [CH3:9][O:8][C:7]1[CH:6]=[CH:5][C:4]([C:10]2[O:11][C:12]3[CH:18]=[CH:17][C:16]([C:19]4[CH:20]=[CH:21][CH:22]=[CH:23][CH:24]=4)=[CH:15][C:13]=3[N:14]=2)=[CH:3][C:2]=1[N:1]1[C:34](=[O:35])[C:28]2[C:27](=[CH:26][CH:25]=[C:30]([C:31]([OH:33])=[O:32])[CH:29]=2)[C:37]1=[O:36]. Given the reactants [NH2:1][C:2]1[CH:3]=[C:4]([C:10]2[O:11][C:12]3[CH:18]=[CH:17][C:16]([C:19]4[CH:24]=[CH:23][CH:22]=[CH:21][CH:20]=4)=[CH:15][C:13]=3[N:14]=2)[CH:5]=[CH:6][C:7]=1[O:8][CH3:9].[CH:25]1[C:30]([C:31]([OH:33])=[O:32])=[CH:29][C:28]2[C:34]([O:36][C:37](=O)[C:27]=2[CH:26]=1)=[O:35], predict the reaction product.